This data is from Full USPTO retrosynthesis dataset with 1.9M reactions from patents (1976-2016). The task is: Predict the reactants needed to synthesize the given product. (1) Given the product [OH:9][C@@H:6]([CH2:7][CH3:8])[C@@H:2]([N:1]([C:47]1[CH:46]=[CH:45][C:44]([C:38]2[CH:39]=[CH:40][CH:41]=[CH:42][CH:43]=2)=[CH:49][CH:48]=1)[C:15]([O:16][CH3:17])=[O:36])[C:3]([OH:5])=[O:4], predict the reactants needed to synthesize it. The reactants are: [NH2:1][C@H:2]([C@@H:6]([OH:9])[CH2:7][CH3:8])[C:3]([OH:5])=[O:4].C([O-])(O)=O.[Na+].[C:15](=O)([O-:36])[O:16][C:17]1C(C)=C(C2C=CC(C3C=CC=CC=3)=CC=2)C=CN=1.[C:38]1([C:44]2[CH:49]=[CH:48][C:47](C3C=CN(C([O-])=O)C(=O)C=3C)=[CH:46][CH:45]=2)[CH:43]=[CH:42][CH:41]=[CH:40][CH:39]=1. (2) Given the product [C:13]([O:12][C:10](=[O:11])[NH:9][C:6]1[CH:7]=[CH:8][C:3]([S:2][CH3:1])=[CH:4][CH:5]=1)([CH3:16])([CH3:15])[CH3:14], predict the reactants needed to synthesize it. The reactants are: [CH3:1][S:2][C:3]1[CH:8]=[CH:7][C:6]([NH2:9])=[CH:5][CH:4]=1.[C:10](O[C:10]([O:12][C:13]([CH3:16])([CH3:15])[CH3:14])=[O:11])([O:12][C:13]([CH3:16])([CH3:15])[CH3:14])=[O:11]. (3) Given the product [C:16]([C:2]1[C:10]2[C:5](=[C:6]([C:11]([OH:13])=[O:12])[CH:7]=[CH:8][CH:9]=2)[NH:4][CH:3]=1)#[N:17], predict the reactants needed to synthesize it. The reactants are: Br[C:2]1[C:10]2[C:5](=[C:6]([C:11]([O:13]CC)=[O:12])[CH:7]=[CH:8][CH:9]=2)[NH:4][CH:3]=1.[C:16]([Cu])#[N:17]. (4) Given the product [Si:23]([O:13][CH2:12][C:3]1[C:4]2[O:8][N:7]=[C:6]([CH3:9])[C:5]=2[CH:10]=[CH:11][C:2]=1[I:1])([C:19]([CH3:22])([CH3:21])[CH3:20])([CH3:26])[CH3:25], predict the reactants needed to synthesize it. The reactants are: [I:1][C:2]1[CH:11]=[CH:10][C:5]2[C:6]([CH3:9])=[N:7][O:8][C:4]=2[C:3]=1[CH2:12][OH:13].N1C=CN=C1.[C:19]([Si:23]([CH3:26])([CH3:25])Cl)([CH3:22])([CH3:21])[CH3:20].O. (5) Given the product [Br:1][C:2]1[C:6]2[N:7]=[C:8]([C:16]3[C:21]([F:22])=[CH:20][CH:19]=[CH:18][C:17]=3[F:23])[C:9]3[CH:10]=[C:11]([CH:24]=[CH2:25])[CH:12]=[CH:13][C:14]=3[C:5]=2[NH:4][N:3]=1, predict the reactants needed to synthesize it. The reactants are: [Br:1][C:2]1[C:6]2[N:7]=[C:8]([C:16]3[C:21]([F:22])=[CH:20][CH:19]=[CH:18][C:17]=3[F:23])[C:9]3[CH:10]=[C:11](I)[CH:12]=[CH:13][C:14]=3[C:5]=2[NH:4][N:3]=1.[CH3:24][CH2:25]OC(C)=O.